This data is from CYP2C19 inhibition data for predicting drug metabolism from PubChem BioAssay. The task is: Regression/Classification. Given a drug SMILES string, predict its absorption, distribution, metabolism, or excretion properties. Task type varies by dataset: regression for continuous measurements (e.g., permeability, clearance, half-life) or binary classification for categorical outcomes (e.g., BBB penetration, CYP inhibition). Dataset: cyp2c19_veith. (1) The drug is COc1ccc(N2CCN(C(=S)Nc3cc(C)cc(C)c3)CC2)cc1. The result is 0 (non-inhibitor). (2) The drug is CC(C)=NO[C@@H](C)CN1CCCCc2nc(C)c(C)cc21. The result is 0 (non-inhibitor).